This data is from TCR-epitope binding with 47,182 pairs between 192 epitopes and 23,139 TCRs. The task is: Binary Classification. Given a T-cell receptor sequence (or CDR3 region) and an epitope sequence, predict whether binding occurs between them. (1) The epitope is TTLPVNVAF. The TCR CDR3 sequence is CASSPGGEQFF. Result: 1 (the TCR binds to the epitope). (2) The epitope is NYSGVVTTVMF. The TCR CDR3 sequence is CATPGNYEQYF. Result: 0 (the TCR does not bind to the epitope). (3) The TCR CDR3 sequence is CASSQDRGTGRKLFF. The epitope is KLFIRQEEV. Result: 0 (the TCR does not bind to the epitope). (4) The epitope is NQKLIANQF. The TCR CDR3 sequence is CASSLASEAFNEQFF. Result: 1 (the TCR binds to the epitope). (5) The epitope is SEETGTLIV. The TCR CDR3 sequence is CASSLAAGGNKFYEQYF. Result: 1 (the TCR binds to the epitope).